Dataset: Full USPTO retrosynthesis dataset with 1.9M reactions from patents (1976-2016). Task: Predict the reactants needed to synthesize the given product. (1) The reactants are: [Cl:1][C:2]1[CH:14]=[CH:13][C:5]([O:6][C:7]([CH3:12])([CH3:11])[C:8]([OH:10])=O)=[CH:4][CH:3]=1.C(N(CC)CC)C.C1C=CC2N(O)N=NC=2C=1.[NH2:32][C:33]1[S:34][CH:35]=[CH:36][N:37]=1.CCN=C=NCCCN(C)C. Given the product [Cl:1][C:2]1[CH:3]=[CH:4][C:5]([O:6][C:7]([CH3:12])([CH3:11])[C:8]([NH:32][C:33]2[S:34][CH:35]=[CH:36][N:37]=2)=[O:10])=[CH:13][CH:14]=1, predict the reactants needed to synthesize it. (2) Given the product [CH3:1][C@@H:2]1[NH:3][CH2:4][CH2:5][N:6]([CH2:8][C:9]2[CH:14]=[CH:13][C:12]([N:15]3[CH2:20][CH2:19][O:18][CH2:17][CH2:16]3)=[CH:11][C:10]=2[C:21]([F:24])([F:22])[F:23])[CH2:7]1, predict the reactants needed to synthesize it. The reactants are: [CH3:1][C@H:2]1[CH2:7][N:6]([CH2:8][C:9]2[CH:14]=[CH:13][C:12]([N:15]3[CH2:20][CH2:19][O:18][CH2:17][CH2:16]3)=[CH:11][C:10]=2[C:21]([F:24])([F:23])[F:22])[CH2:5][CH2:4][N:3]1C(OC(C)(C)C)=O.FC(F)(F)C(O)=O. (3) Given the product [Cl:1][C:2]1[CH:10]=[C:6]([C:7]([NH:20][C@H:21]([C:23]2[CH:32]=[CH:31][C:26]([C:27]([O:29][CH3:30])=[O:28])=[CH:25][CH:24]=2)[CH3:22])=[O:9])[C:5]([CH2:11][C:12]2[CH:17]=[CH:16][CH:15]=[C:14]([F:18])[CH:13]=2)=[N:4][CH:3]=1, predict the reactants needed to synthesize it. The reactants are: [Cl:1][C:2]1[CH:3]=[N:4][C:5]([CH2:11][C:12]2[CH:17]=[CH:16][CH:15]=[C:14]([F:18])[CH:13]=2)=[C:6]([CH:10]=1)[C:7]([OH:9])=O.Cl.[NH2:20][C@H:21]([C:23]1[CH:32]=[CH:31][C:26]([C:27]([O:29][CH3:30])=[O:28])=[CH:25][CH:24]=1)[CH3:22]. (4) Given the product [CH2:13]([O:20][C:21](=[O:31])[NH:22][C:23]1[CH:28]=[CH:27][C:26]([F:29])=[C:25]([CH:34]=[O:35])[C:24]=1[F:30])[C:14]1[CH:15]=[CH:16][CH:17]=[CH:18][CH:19]=1, predict the reactants needed to synthesize it. The reactants are: C(NC(C)C)(C)C.C([Li])CCC.[CH2:13]([O:20][C:21](=[O:31])[NH:22][C:23]1[CH:28]=[CH:27][C:26]([F:29])=[CH:25][C:24]=1[F:30])[C:14]1[CH:19]=[CH:18][CH:17]=[CH:16][CH:15]=1.CN(C)[CH:34]=[O:35].Cl. (5) Given the product [C:1]([O:5][C:6]([N:8]1[CH2:13][CH2:12][CH2:11][C@@H:10]([C:14]2[N:17]=[C:23]([C:22]3[CH:26]=[CH:27][C:19]([F:18])=[CH:20][CH:21]=3)[O:16][N:15]=2)[CH2:9]1)=[O:7])([CH3:4])([CH3:2])[CH3:3], predict the reactants needed to synthesize it. The reactants are: [C:1]([O:5][C:6]([N:8]1[CH2:13][CH2:12][CH2:11][C@@H:10]([C:14](=[NH:17])[NH:15][OH:16])[CH2:9]1)=[O:7])([CH3:4])([CH3:3])[CH3:2].[F:18][C:19]1[CH:27]=[CH:26][C:22]([C:23](O)=O)=[CH:21][CH:20]=1.C1C=CC2N(O)N=NC=2C=1.CCN=C=NCCCN(C)C.Cl.C(N(CC)CC)C. (6) Given the product [C:4]([C:3]1[C@@H:8]([C:10]2[CH:17]=[CH:16][C:13]([C:14]#[N:15])=[CH:12][CH:11]=2)[NH:28][C:26](=[O:27])[N:25]([C:22]2[CH:23]=[CH:24][C:19]([F:18])=[C:20]([C:29]([F:30])([F:32])[F:31])[CH:21]=2)[C:2]=1[CH3:1])(=[O:6])[CH3:5], predict the reactants needed to synthesize it. The reactants are: [CH3:1][C:2](=O)[CH2:3][C:4](=[O:6])[CH3:5].[CH:8]([C:10]1[CH:17]=[CH:16][C:13]([C:14]#[N:15])=[CH:12][CH:11]=1)=O.[F:18][C:19]1[CH:24]=[CH:23][C:22]([NH:25][C:26]([NH2:28])=[O:27])=[CH:21][C:20]=1[C:29]([F:32])([F:31])[F:30].